Predict which catalyst facilitates the given reaction. From a dataset of Catalyst prediction with 721,799 reactions and 888 catalyst types from USPTO. (1) Reactant: [NH2:1][C:2]1[CH:3]=[C:4]2[C:9](=[CH:10][CH:11]=1)[CH:8]=[C:7]([S:12]([OH:15])(=[O:14])=[O:13])[CH:6]=[CH:5]2.[C:16](O)(=[O:18])[CH3:17].[N:20]1[CH:25]=[CH:24][CH:23]=[CH:22][CH:21]=1. The catalyst class is: 27. Product: [C:16]([NH:1][C:2]1[CH:3]=[C:4]2[C:9](=[CH:10][CH:11]=1)[CH:8]=[C:7]([S:12]([O-:15])(=[O:13])=[O:14])[CH:6]=[CH:5]2)(=[O:18])[CH3:17].[NH+:20]1[CH:25]=[CH:24][CH:23]=[CH:22][CH:21]=1. (2) Product: [C:1]([O:5][C:6]([NH:8][CH2:9][CH2:10][CH2:11][CH2:12][CH2:13][CH:14]=[O:15])=[O:7])([CH3:4])([CH3:3])[CH3:2]. Reactant: [C:1]([O:5][C:6]([NH:8][CH2:9][CH2:10][CH2:11][CH2:12][CH2:13][CH2:14][OH:15])=[O:7])([CH3:4])([CH3:3])[CH3:2].C[N+]1([O-])CCOCC1. The catalyst class is: 678. (3) Reactant: [O:1]=[C:2]1[NH:7][CH:6]=[CH:5][N:4]([S:8]([C:11]2[CH:17]=[CH:16][C:14]([CH3:15])=[CH:13][CH:12]=2)(=[O:10])=[O:9])[C@@H:3]1[CH2:18][C:19](O)=[O:20].[NH2:22][CH:23]1[CH2:28][CH2:27][N:26]([C:29]([O:31][C:32]([CH3:35])([CH3:34])[CH3:33])=[O:30])[CH2:25][C:24]1([CH3:37])[CH3:36].ON1C2C=CC=CC=2N=N1.Cl.CN(C)CCCN=C=NCC. Product: [CH3:36][C:24]1([CH3:37])[CH:23]([NH:22][C:19](=[O:20])[CH2:18][C@@H:3]2[C:2](=[O:1])[NH:7][CH:6]=[CH:5][N:4]2[S:8]([C:11]2[CH:12]=[CH:13][C:14]([CH3:15])=[CH:16][CH:17]=2)(=[O:10])=[O:9])[CH2:28][CH2:27][N:26]([C:29]([O:31][C:32]([CH3:35])([CH3:34])[CH3:33])=[O:30])[CH2:25]1. The catalyst class is: 3. (4) Reactant: [Br:1][C:2]1[CH:7]=[CH:6][C:5]([F:8])=[CH:4][C:3]=1[CH2:9][C:10]([CH3:14])([CH3:13])[CH:11]=[O:12].C1(C)C=CC(S(O)(=O)=O)=CC=1.[CH2:26](O)[CH2:27][OH:28]. Product: [Br:1][C:2]1[CH:7]=[CH:6][C:5]([F:8])=[CH:4][C:3]=1[CH2:9][C:10]([CH:11]1[O:28][CH2:27][CH2:26][O:12]1)([CH3:14])[CH3:13]. The catalyst class is: 11. (5) Reactant: Br[CH2:2][C:3]([O:5][CH3:6])=[O:4].[CH3:7][O:8][CH2:9][C@@H:10]1[CH2:14][CH2:13][CH2:12][NH:11]1.C(=O)([O-])[O-].[K+].[K+].[I-].[Na+]. Product: [CH3:6][O:5][C:3](=[O:4])[CH2:2][N:11]1[CH2:12][CH2:13][CH2:14][C@H:10]1[CH2:9][O:8][CH3:7]. The catalyst class is: 10. (6) Reactant: [CH2:1]([O:3][C:4](=[O:31])[C:5]1[CH:10]=[CH:9][C:8]([N:11]2[C:19]3[C:14](=[CH:15][C:16](OS(C(F)(F)F)(=O)=O)=[C:17]([Cl:20])[CH:18]=3)[C:13]([C:29]#[N:30])=[CH:12]2)=[CH:7][CH:6]=1)[CH3:2].[CH3:32]B1OB(C)OB(C)O1.P([O-])([O-])([O-])=O.[K+].[K+].[K+]. Product: [CH2:1]([O:3][C:4](=[O:31])[C:5]1[CH:6]=[CH:7][C:8]([N:11]2[C:19]3[C:14](=[CH:15][C:16]([CH3:32])=[C:17]([Cl:20])[CH:18]=3)[C:13]([C:29]#[N:30])=[CH:12]2)=[CH:9][CH:10]=1)[CH3:2]. The catalyst class is: 755. (7) Reactant: F[C:2]1[CH:7]=[C:6]([F:8])[CH:5]=[CH:4][C:3]=1[S:9]([CH3:12])(=[O:11])=[O:10].[Cl:13][C:14]1[CH:15]=[C:16]([CH:21]([NH2:23])[CH3:22])[CH:17]=[C:18]([Cl:20])[CH:19]=1.C(N(CC)C(C)C)(C)C. Product: [Cl:13][C:14]1[CH:15]=[C:16]([CH:21]([NH:23][C:2]2[CH:7]=[C:6]([F:8])[CH:5]=[CH:4][C:3]=2[S:9]([CH3:12])(=[O:11])=[O:10])[CH3:22])[CH:17]=[C:18]([Cl:20])[CH:19]=1. The catalyst class is: 10. (8) Reactant: [CH3:1][O:2][C:3]1[CH:4]=[C:5]([C:11]2[CH:16]=[CH:15][CH:14]=[CH:13][C:12]=2[NH:17][C:18](=[O:28])[C:19]([C:21]2[CH:26]=[CH:25][C:24]([CH3:27])=[CH:23][CH:22]=2)=[O:20])[CH:6]=[CH:7][C:8]=1[O:9][CH3:10].[BH4-].[Na+]. Product: [CH3:1][O:2][C:3]1[CH:4]=[C:5]([C:11]2[CH:16]=[CH:15][CH:14]=[CH:13][C:12]=2[NH:17][C:18](=[O:28])[CH:19]([OH:20])[C:21]2[CH:22]=[CH:23][C:24]([CH3:27])=[CH:25][CH:26]=2)[CH:6]=[CH:7][C:8]=1[O:9][CH3:10]. The catalyst class is: 8.